This data is from Reaction yield outcomes from USPTO patents with 853,638 reactions. The task is: Predict the reaction yield, written as a fraction of the theoretical maximum amount of product (1.0 means a 100% yield; for example, 0.34 means a 34% yield). (1) The reactants are NCC(C1NC2C(C=1)=CC=CN=2)OC1CCCCO1.[CH3:20][O:21][C:22]1[CH:30]=[CH:29][N:28]=[C:27]2[C:23]=1[CH:24]=[C:25]([CH:31]([O:44][CH:45]1[CH2:50][CH2:49][CH2:48][CH2:47][O:46]1)[CH2:32][N:33]1C(=O)C3=CC=CC=C3C1=O)[NH:26]2.NN.O. The catalyst is CCO. The product is [NH2:33][CH2:32][CH:31]([C:25]1[NH:26][C:27]2[C:23]([CH:24]=1)=[C:22]([O:21][CH3:20])[CH:30]=[CH:29][N:28]=2)[O:44][CH:45]1[CH2:50][CH2:49][CH2:48][CH2:47][O:46]1. The yield is 0.950. (2) The product is [C:16]([O:20][C:21]([N:23]1[CH2:28][CH2:27][CH:26]([N:3]2[C:4]3[CH:9]=[CH:8][CH:7]=[CH:6][C:5]=3[N:1]=[C:2]2[C:10]2[C:11]([NH2:15])=[N:12][O:13][N:14]=2)[CH2:25][CH2:24]1)=[O:22])([CH3:19])([CH3:17])[CH3:18]. The yield is 0.130. The reactants are [NH:1]1[C:5]2[CH:6]=[CH:7][CH:8]=[CH:9][C:4]=2[N:3]=[C:2]1[C:10]1[C:11]([NH2:15])=[N:12][O:13][N:14]=1.[C:16]([O:20][C:21]([N:23]1[CH2:28][CH2:27][CH:26](O)[CH2:25][CH2:24]1)=[O:22])([CH3:19])([CH3:18])[CH3:17].C1(P(C2C=CC=CC=2)C2C=CC=CC=2)C=CC=CC=1.N(C(OCC)=O)=NC(OCC)=O. The catalyst is O1CCCC1.